Dataset: Peptide-MHC class II binding affinity with 134,281 pairs from IEDB. Task: Regression. Given a peptide amino acid sequence and an MHC pseudo amino acid sequence, predict their binding affinity value. This is MHC class II binding data. (1) The peptide sequence is SSDDQVSLIKIPCLS. The MHC is DRB4_0101 with pseudo-sequence DRB4_0103. The binding affinity (normalized) is 0.462. (2) The peptide sequence is TFDGRGAQVYIGNGG. The MHC is HLA-DQA10401-DQB10402 with pseudo-sequence HLA-DQA10401-DQB10402. The binding affinity (normalized) is 0.0876. (3) The peptide sequence is RGIVKENIIDLTKIDR. The MHC is DRB1_0301 with pseudo-sequence DRB1_0301. The binding affinity (normalized) is 0.219. (4) The MHC is HLA-DPA10103-DPB10401 with pseudo-sequence HLA-DPA10103-DPB10401. The peptide sequence is QRAAEPWRDDQRSRS. The binding affinity (normalized) is 0.0406. (5) The peptide sequence is LLVLAGWLFHVRGAR. The MHC is HLA-DQA10102-DQB10501 with pseudo-sequence HLA-DQA10102-DQB10501. The binding affinity (normalized) is 0. (6) The peptide sequence is IFKISKTVSEGAVDI. The MHC is HLA-DQA10201-DQB10202 with pseudo-sequence HLA-DQA10201-DQB10202. The binding affinity (normalized) is 0.466. (7) The peptide sequence is QVAKAGLKTNDRKWC. The MHC is HLA-DQA10201-DQB10402 with pseudo-sequence HLA-DQA10201-DQB10402. The binding affinity (normalized) is 0.295. (8) The peptide sequence is IMRIKKLTITGKGTL. The MHC is DRB1_0901 with pseudo-sequence DRB1_0901. The binding affinity (normalized) is 0.293.